Dataset: Forward reaction prediction with 1.9M reactions from USPTO patents (1976-2016). Task: Predict the product of the given reaction. (1) Given the reactants [C:1]([O:5][C:6]([NH:8][C@:9]1(C)[CH2:14][CH2:13][CH2:12][NH:11][CH2:10]1)=[O:7])([CH3:4])([CH3:3])[CH3:2].[C:16]([C:18](=[C:26](SC)[S:27][CH3:28])[C:19]([O:21][C:22]([CH3:25])([CH3:24])[CH3:23])=[O:20])#[N:17], predict the reaction product. The product is: [C:1]([O:5][C:6]([NH:8][C@@H:9]1[CH2:14][CH2:13][CH2:12][N:11]([C:26]([S:27][CH3:28])=[C:18]([C:16]#[N:17])[C:19]([O:21][C:22]([CH3:23])([CH3:24])[CH3:25])=[O:20])[CH2:10]1)=[O:7])([CH3:2])([CH3:3])[CH3:4]. (2) Given the reactants [C:1]1([C:8]2[CH:13]=[CH:12][CH:11]=[CH:10][CH:9]=2)[CH:6]=[CH:5][C:4]([OH:7])=[CH:3][CH:2]=1.[CH2:14](O)[CH2:15][CH2:16][CH2:17][C:18]#[CH:19].C1(P(C2C=CC=CC=2)C2C=CC=CC=2)C=CC=CC=1.CCOC(/N=N/C(OCC)=O)=O, predict the reaction product. The product is: [CH2:19]([O:7][C:4]1[CH:3]=[CH:2][C:1]([C:8]2[CH:13]=[CH:12][CH:11]=[CH:10][CH:9]=2)=[CH:6][CH:5]=1)[CH2:18][CH2:17][CH2:16][C:15]#[CH:14].